This data is from Drug-target binding data from BindingDB using IC50 measurements. The task is: Regression. Given a target protein amino acid sequence and a drug SMILES string, predict the binding affinity score between them. We predict pIC50 (pIC50 = -log10(IC50 in M); higher means more potent). Dataset: bindingdb_ic50. (1) The small molecule is CC[C@H](CO)Nc1nc(NCc2ccccc2)c2ncn(C(C)C)c2n1. The target protein (P97633) has sequence MASSSGSKAEFIVGGKYKLVRKIGSGSFGDIYLAINITNGEEVAVKLESQKARHPQLLYESKLYKILQGGVGIPHIRWYGQGKDYNVLVMDLLGPSLEDLFNFCSRRFTMKTVLMLADQMISRIEYVHTKNFIHRDIKPDNFLMGIGRHCNKLFLIDFGLAKKYRDNRTRQHIPYREDKNLTGTARYASINAHLGIEQSRRDDMESLGYVLMYFNRTSLPWQGLKAATKKQKYEKISEKKMSTPVEVLCKGFPAEFAMYLNYCRGLRFEEAPDYMYLRQLFRILFRTLNHQYDYTFDWTMLKQKAAQQAASSSGQGQQAQTPTGF. The pIC50 is 4.0. (2) The drug is COc1ccccc1-c1nc(-c2ccccc2)c(-c2ccccc2)n1Cc1cn(CC(=O)Nc2ccc(C)cc2)nn1. The pIC50 is 4.6. The target protein (P53051) has sequence MTISSAHPETEPKWWKEATFYQIYPASFKDSNDDGWGDMKGIASKLEYIKELGADAIWISPFYDSPQDDMGYDIANYEKVWPTYGTNEDCFALIEKTHKLGMKFITDLVINHCSSEHEWFKESRSSKTNPKRDWFFWRPPKGYDAEGKPIPPNNWKSYFGGSAWTFDEKTQEFYLRLFCSTQPDLNWENEDCRKAIYESAVGYWLDHGVDGFRIDVGSLYSKVVGLPDAPVVDKNSTWQSSDPYTLNGPRIHEFHQEMNQFIRNRVKDGREIMTVGEMQHASDETKRLYTSASRHELSELFNFSHTDVGTSPLFRYNLVPFELKDWKIALAELFRYINGTDCWSTIYLENHDQPRSITRFGDDSPKNRVISGKLLSVLLSALTGTLYVYQGQELGQINFKNWPVEKYEDVEIRNNYNAIKEEHGENSEEMKKFLEAIALISRDHARTPMQWSREEPNAGFSGPSAKPWFYLNDSFREGINVEDEIKDPNSVLNFWKEALK.... (3) The small molecule is COC(=O)c1cccc(-c2cc(C)c3ncc(C(N)=O)c(Nc4cccnc4)c3c2)c1. The target protein sequence is MFMNKPFGSKRCEPFHESEHLCEAFAITEAILARYQRGKRSFTSSEKSGLAALIKRIPYDILVEVLDQSGFTPTSNATPPVDYLAMMEHTMTHGASITHALQYLNDLMTKCTGCPGIRTYYHNPNDDVLADPVHDTAALIDETTAVGKSVVTKQYLNIAGAHYIPLIHGDIVVGCVEVPRFSGNLEKLPSFPSLIRAVTCTAHKFIEEARINWNREKAEAMLQMATRLARDNLDETVLASSIMNTVKSLTESARCSLFLVKDDKLEAHFEDGNVVSIPKGTGIVGYVAQTGETVNIVDAYADDRFNREVDKATGYRTKTILCMPVMYEGTIVAVTQLINKLDLTTESGLRLPRVFGKRDEELFQTFSMFAGASLRNCRINDRLLKEKKKSDVILDVVTVLSNTDIRDVDGIVRHALHGAKKLLNADRSTLFLVDKERNELCSRMADSVAGKEIRFPCGQGIAGTVAASGVGENIQDAYQDPRFNREVDKQLGYRTQTILC.... The pIC50 is 4.6. (4) The small molecule is O=C1[C@H]2Cc3c([nH]c4ccccc34)[C@@H](c3ccc(=O)[nH]c3)N2C(=O)CN1[C@@H]1CCN(Cc2ccccc2)C1. The target protein (Q9HCR9) has sequence MAASRLDFGEVETFLDRHPELFEDYLMRKGKQEMVEKWLQRHSQGQGALGPRPSLAGTSSLAHSTCRGGSSVGGGTGPNGSAHSQPLPGGGDCGGVPLSPSWAGGSRGDGNLQRRASQKELRKSFARSKAIHVNRTYDEQVTSRAQEPLSSVRRRALLRKASSLPPTTAHILSALLESRVNLPRYPPTAIDYKCHLKKHNERQFFLELVKDISNDLDLTSLSYKILIFVCLMVDADRCSLFLVEGAAAGKKTLVSKFFDVHAGTPLLPCSSTENSNEVQVPWGKGIIGYVGEHGETVNIPDAYQDRRFNDEIDKLTGYKTKSLLCMPIRSSDGEIIGVAQAINKIPEGAPFTEDDEKVMQMYLPFCGIAISNAQLFAASRKEYERSRALLEVVNDLFEEQTDLEKIVKKIMHRAQTLLKCERCSVLLLEDIESPVVKFTKSFELMSPKCSADAENSFKESMEKSSYSDWLINNSIAELVASTGLPVNISDAYQDPRFDAE.... The pIC50 is 7.4. (5) The pIC50 is 6.5. The target protein sequence is MAEEFITPVYCTGVSAQVQKQRAKELGLGRHENAIKYLGQDYEQLRVHCLQRGALFRDEAFPPVPQSLGFKELGPNSSKTYGIKWKRPTELFSNPQFIVDGATRTDICQGALGACWLLAAIASLTLNDTLLHRVVPHGQSFQDGYAGIFHFQLWQFGEWVDVVVDDLLPTKDGKLVFVHSAQGNEFWSALLEKAYAKVNGSYEALSGGSTSEGFEDFTGGVTEWYELRKAPSDLYNIILKALERGSLLGCSIDISSILDMEAVTFKKLVKGHAYSVTGAKQVNYQGQMVNLIRMRNPWGEVEWTGAWSDGSSEWNGVDPYVREQLRIKMEDGEFWMSFRDFMREFTRLEICNLTPDALKSQRFRNWNTTLYEGTWRRGSTAGGCRNYPATFWVNPQFKIRLEETDDPDPDDYGGRESGCSFLLALMQKHRRRERRFGRDMETIGFAVYEVPPELVGQPAVHLKRDFFLANASRARSEQFINLREVSTRFRLPPGEYVVVP.... The small molecule is COC(=O)c1ccc(C(=O)N[C@H](C(=O)N[C@H](C=O)CC(C)C)C(C)C)[nH]1. (6) The drug is CN(C)C(=O)CSc1ccc(S(=O)(=O)N2CCCC2)cn1. The target protein (Q9P0U3) has sequence MDDIADRMRMDAGEVTLVNHNSVFKTHLLPQTGFPEDQLSLSDQQILSSRQGHLDRSFTCSTRSAAYNPSYYSDNPSSDSFLGSGDLRTFGQSANGQWRNSTPSSSSSLQKSRNSRSLYLETRKTSSGLSNSFAGKSNHHCHVSAYEKSFPIKPVPSPSWSGSCRRSLLSPKKTQRRHVSTAEETVQEEEREIYRQLLQMVTGKQFTIAKPTTHFPLHLSRCLSSSKNTLKDSLFKNGNSCASQIIGSDTSSSGSASILTNQEQLSHSVYSLSSYTPDVAFGSKDSGTLHHPHHHHSVPHQPDNLAASNTQSEGSDSVILLKVKDSQTPTPSSTFFQAELWIKELTSVYDSRARERLRQIEEQKALALQLQNQRLQEREHSVHDSVELHLRVPLEKEIPVTVVQETQKKGHKLTDSEDEFPEITEEMEKEIKNVFRNGNQDEVLSEAFRLTITRKDIQTLNHLNWLNDEIINFYMNMLMERSKEKGLPSVHAFNTFFFTK.... The pIC50 is 4.7. (7) The small molecule is O=C(C=Cc1ccccc1)C[C@@H]1O[C@H](CO)[C@@H](O)[C@H](O)[C@H]1O. The target protein (P43428) has sequence MEERMNVLHDFGIQSTRYLQVNYEDSQDWFVLVSVIADLRNAFYVLFPIWFHIQETVGINLLWVAVVGDWFNLVFKWILFGQRPYWWVLDTDYYSNSSVPLIKQFPVTCETGPGSPSGHAMGTAGVYYVMVTSTLAIFRGKKKSTYGFRCLNVVLWLGYWAVQLNVCLSRIYLAAHFPHQVVAGVLSGIAVAETFSHIRGIYNASLQRYCLITFFLFGFALGFYLLLKGLGVDLLWTLEKAKRWCERPEWVHLDTTPFASLFKNLGTLLGLGLALNSSMYRKSCKGELRKSLPFRLACIVASLGLLHLFDSLKPPSQIESIFYILSFCKSATVPFASVSLIPYCLARLLGQTHKKSL. The pIC50 is 4.1. (8) The drug is CN1CCN(c2cc(C(=O)Nc3cccc(Nc4ccc5c(c4)NC(=O)/C5=C\c4cc(C(=O)O)c[nH]4)c3)cc(C(F)(F)F)c2)CC1. The target protein (Q78DX7) has sequence MKNICWLTLKLVKFVVLGCIIWISVAQSTVLSSCLTSCVTNLGRQLDSGTRYNLSEACIHGCQFWNSVDQETCALKCNDTYATICERESCEVGCSNAEGSYEEEVLESTELPTAPFASSIGSHGVTLRWNPANISGVKYIIQWKYAQLPGSWTFTETVSKLSYTVEPLHPFTEYIFRVVWIFTAQLHLYSPPSPSYRTHPYGVPETAPLILNMESWSPDTVEVSWAPPHFPGGPILGYNLRLISKNQKLDSGTQRTSFQFYSTLPNTTYRFSIAAVNEVGEGPEAESTVTTPSPSVQEEEQWLFLSRKTSLRKRSLKYLVDEAHCLWSDAIHHNITGISVYAQQQVVYFSEGTVIWMKGAANMSDVSDLRIFYQGSGLVSSISIDWLYQRMYFIMDKLVYVCELKNCSNLEEITPFSLIAPQKVVVDSYNGYLFYLLRDGIYRVNLPLPSGRDTKAVRIVESGTLKDFAVKPQSKRIIYFNDTMQLFMSTFLDGSAFHRV.... The pIC50 is 5.2.